This data is from Full USPTO retrosynthesis dataset with 1.9M reactions from patents (1976-2016). The task is: Predict the reactants needed to synthesize the given product. (1) The reactants are: CNCCN(C)C.[Li]CCCC.[CH:13](=[O:22])[C:14]1[CH:19]=[CH:18][CH:17]=[C:16]([O:20][CH3:21])[CH:15]=1.[Li]C1C=CC=CC=1.[Cl:30]C(Cl)(Cl)C(Cl)(Cl)Cl. Given the product [Cl:30][C:15]1[C:16]([O:20][CH3:21])=[CH:17][CH:18]=[CH:19][C:14]=1[CH:13]=[O:22], predict the reactants needed to synthesize it. (2) Given the product [Cl:1][C:2]1[CH:19]=[CH:18][C:5]2=[N:6][N:7]([C:9]3[CH:10]=[CH:11][C:12]([NH2:15])=[CH:13][CH:14]=3)[N:8]=[C:4]2[CH:3]=1, predict the reactants needed to synthesize it. The reactants are: [Cl:1][C:2]1[CH:19]=[CH:18][C:5]2=[N:6][N:7]([C:9]3[CH:14]=[CH:13][C:12]([N+:15]([O-])=O)=[CH:11][CH:10]=3)[N:8]=[C:4]2[CH:3]=1.[Sn](Cl)Cl. (3) The reactants are: [OH:1][C:2]1[CH:9]=[CH:8][C:5]([CH:6]=O)=[CH:4][CH:3]=1.[CH2:10]([NH2:18])[CH2:11][C:12]1[CH:17]=[CH:16][CH:15]=[CH:14][CH:13]=1.[BH4-].[Na+]. Given the product [CH2:10]([NH:18][CH2:6][C:5]1[CH:8]=[CH:9][C:2]([OH:1])=[CH:3][CH:4]=1)[CH2:11][C:12]1[CH:17]=[CH:16][CH:15]=[CH:14][CH:13]=1, predict the reactants needed to synthesize it. (4) Given the product [CH3:1][O:2][C:3]1[CH:8]=[CH:7][C:6]([C:9]2[N:17]([N:18]3[C:22](=[O:23])[C:21]4[C:20](=[CH:27][CH:26]=[CH:25][CH:24]=4)[C:19]3=[O:28])[CH:12]=[CH:11][C:10]=2[CH3:14])=[C:5]([CH3:16])[CH:4]=1, predict the reactants needed to synthesize it. The reactants are: [CH3:1][O:2][C:3]1[CH:8]=[CH:7][C:6]([C:9](=O)[CH:10]([CH3:14])[CH2:11][CH:12]=O)=[C:5]([CH3:16])[CH:4]=1.[NH2:17][N:18]1[C:22](=[O:23])[C:21]2=[CH:24][CH:25]=[CH:26][CH:27]=[C:20]2[C:19]1=[O:28].